This data is from Catalyst prediction with 721,799 reactions and 888 catalyst types from USPTO. The task is: Predict which catalyst facilitates the given reaction. (1) Reactant: [Cl:1][C:2]1[CH:3]=[CH:4][C:5]([O:8][CH:9]2[CH2:14][CH2:13][NH:12][CH2:11][CH2:10]2)=[N:6][CH:7]=1.CCN(C(C)C)C(C)C.[O:24]=[C:25]1[NH:29][N:28]=[C:27]([CH2:30][CH2:31][CH2:32][S:33](Cl)(=[O:35])=[O:34])[NH:26]1. Product: [Cl:1][C:2]1[CH:3]=[CH:4][C:5]([O:8][CH:9]2[CH2:14][CH2:13][N:12]([S:33]([CH2:32][CH2:31][CH2:30][C:27]3[NH:26][C:25](=[O:24])[NH:29][N:28]=3)(=[O:34])=[O:35])[CH2:11][CH2:10]2)=[N:6][CH:7]=1. The catalyst class is: 1. (2) Product: [C:49]([O:28][C:25]1[CH:24]=[CH:23][C:22]([CH2:21][C@@H:20]2[N:15]3[CH:16]([N:11]([C:9](=[O:10])[NH:8][CH2:1][C:2]4[CH:3]=[CH:4][CH:5]=[CH:6][CH:7]=4)[N:12]([CH3:43])[CH2:13][C:14]3=[O:42])[C@H:17]([CH3:41])[N:18]([CH2:30][C:31]3[CH:32]=[CH:33][CH:34]=[C:35]4[C:40]=3[N:39]=[CH:38][CH:37]=[CH:36]4)[C:19]2=[O:29])=[CH:27][CH:26]=1)(=[O:62])[CH2:50][CH2:51][CH2:52][CH2:53][CH2:54][CH2:55][CH2:56][CH2:57][CH2:58][CH2:59][CH2:60][CH3:61]. Reactant: [CH2:1]([NH:8][C:9]([N:11]1[CH:16]2[C@H:17]([CH3:41])[N:18]([CH2:30][C:31]3[CH:32]=[CH:33][CH:34]=[C:35]4[C:40]=3[N:39]=[CH:38][CH:37]=[CH:36]4)[C:19](=[O:29])[C@H:20]([CH2:21][C:22]3[CH:27]=[CH:26][C:25]([OH:28])=[CH:24][CH:23]=3)[N:15]2[C:14](=[O:42])[CH2:13][N:12]1[CH3:43])=[O:10])[C:2]1[CH:7]=[CH:6][CH:5]=[CH:4][CH:3]=1.C1COCC1.[C:49](Cl)(=[O:62])[CH2:50][CH2:51][CH2:52][CH2:53][CH2:54][CH2:55][CH2:56][CH2:57][CH2:58][CH2:59][CH2:60][CH3:61].C(N(CC)CC)C. The catalyst class is: 13. (3) The catalyst class is: 476. Reactant: [OH-].[Na+].CO.[CH:5]1([C:8]2[CH:9]=[C:10]([CH2:25][N:26]3[CH2:31][CH2:30][CH:29]([N:32]4[CH2:41][CH2:40][C:39]5[N:38]=[C:37]([CH3:42])[C:36]([C:43]([O:45]C)=[O:44])=[CH:35][C:34]=5[C:33]4=[O:47])[CH2:28][CH2:27]3)[C:11]([O:21][CH:22]([CH3:24])[CH3:23])=[N:12][C:13]=2[C:14]2[CH:19]=[CH:18][C:17]([F:20])=[CH:16][CH:15]=2)[CH2:7][CH2:6]1.Cl. Product: [CH:5]1([C:8]2[CH:9]=[C:10]([CH2:25][N:26]3[CH2:27][CH2:28][CH:29]([N:32]4[CH2:41][CH2:40][C:39]5[N:38]=[C:37]([CH3:42])[C:36]([C:43]([OH:45])=[O:44])=[CH:35][C:34]=5[C:33]4=[O:47])[CH2:30][CH2:31]3)[C:11]([O:21][CH:22]([CH3:23])[CH3:24])=[N:12][C:13]=2[C:14]2[CH:19]=[CH:18][C:17]([F:20])=[CH:16][CH:15]=2)[CH2:7][CH2:6]1. (4) The catalyst class is: 27. Product: [Br-:23].[CH2:22]([N+:15]1[CH:16]=[C:17]2[C:12](=[CH:13][CH:14]=1)[N:11]([CH3:18])[C:10](=[O:19])[CH:9]=[C:8]2[C:4]1[CH:5]=[CH:6][CH:7]=[C:2]([Cl:1])[CH:3]=1)[CH:21]=[CH2:20]. Reactant: [Cl:1][C:2]1[CH:3]=[C:4]([C:8]2[C:17]3[C:12](=[CH:13][CH:14]=[N:15][CH:16]=3)[N:11]([CH3:18])[C:10](=[O:19])[CH:9]=2)[CH:5]=[CH:6][CH:7]=1.[CH2:20]([Br:23])[CH:21]=[CH2:22]. (5) The catalyst class is: 647. Product: [C:5]([O:9][C:10]([N:11]1[C@@H:12]([C:15]2[CH:20]=[CH:19][CH:18]=[C:17]([F:21])[CH:16]=2)[CH2:13][O:14][S:1]1(=[O:2])=[O:30])=[O:22])([CH3:8])([CH3:6])[CH3:7]. Reactant: [S:1](Cl)(Cl)=[O:2].[C:5]([O:9][C:10](=[O:22])[NH:11][C@@H:12]([C:15]1[CH:20]=[CH:19][CH:18]=[C:17]([F:21])[CH:16]=1)[CH2:13][OH:14])([CH3:8])([CH3:7])[CH3:6].N1C=CC=CC=1.I([O-])(=O)(=O)=[O:30].[Na+]. (6) Reactant: Cl[C:2]1[CH:12]=[CH:11][C:5]([C:6]([O:8][CH2:9][CH3:10])=[O:7])=[CH:4][N:3]=1.[F:13][C:14]1[CH:19]=[CH:18][C:17]([OH:20])=[CH:16][CH:15]=1.C([O-])([O-])=O.[Cs+].[Cs+]. Product: [F:13][C:14]1[CH:19]=[CH:18][C:17]([O:20][C:2]2[CH:12]=[CH:11][C:5]([C:6]([O:8][CH2:9][CH3:10])=[O:7])=[CH:4][N:3]=2)=[CH:16][CH:15]=1. The catalyst class is: 3.